From a dataset of Reaction yield outcomes from USPTO patents with 853,638 reactions. Predict the reaction yield, written as a fraction of the theoretical maximum amount of product (1.0 means a 100% yield; for example, 0.34 means a 34% yield). The reactants are Br[CH:2]([C:14]1[CH:19]=[CH:18][C:17]([CH3:20])=[CH:16][CH:15]=1)[C:3]([C:5]1[C:13]2[C:8](=[CH:9][CH:10]=[CH:11][CH:12]=2)[NH:7][CH:6]=1)=[O:4].[C:21]([O:25][CH2:26][CH2:27][O:28][C:29]1[CH:30]=[C:31]([CH:33]=[C:34]([O:36][CH3:37])[CH:35]=1)[NH2:32])([CH3:24])([CH3:23])[CH3:22].C(N(CC)CC)C. The catalyst is C(#N)C. The product is [C:21]([O:25][CH2:26][CH2:27][O:28][C:29]1[CH:30]=[C:31]([NH:32][CH:2]([C:14]2[CH:19]=[CH:18][C:17]([CH3:20])=[CH:16][CH:15]=2)[C:3]([C:5]2[C:13]3[C:8](=[CH:9][CH:10]=[CH:11][CH:12]=3)[NH:7][CH:6]=2)=[O:4])[CH:33]=[C:34]([O:36][CH3:37])[CH:35]=1)([CH3:24])([CH3:23])[CH3:22]. The yield is 0.520.